Dataset: Full USPTO retrosynthesis dataset with 1.9M reactions from patents (1976-2016). Task: Predict the reactants needed to synthesize the given product. (1) Given the product [CH2:1]([O:3][C:4](=[O:16])[CH:5]([C:6]1[S:10][N:9]=[C:8]([N:11]2[CH:15]=[CH:14][N:13]=[CH:12]2)[N:7]=1)[CH2:28][CH2:27][CH2:26][N:25]([CH2:30][C:31]1[CH:39]=[CH:38][C:34]2[O:35][CH2:36][O:37][C:33]=2[CH:32]=1)[C:24]([O:23][C:19]([CH3:22])([CH3:21])[CH3:20])=[O:40])[CH3:2], predict the reactants needed to synthesize it. The reactants are: [CH2:1]([O:3][C:4](=[O:16])[CH2:5][C:6]1[S:10][N:9]=[C:8]([N:11]2[CH:15]=[CH:14][N:13]=[CH:12]2)[N:7]=1)[CH3:2].[H-].[Na+].[C:19]([O:23][C:24](=[O:40])[N:25]([CH2:30][C:31]1[CH:39]=[CH:38][C:34]2[O:35][CH2:36][O:37][C:33]=2[CH:32]=1)[CH2:26][CH2:27][CH2:28]Br)([CH3:22])([CH3:21])[CH3:20].O. (2) Given the product [Br:1][C:2]1[CH:3]=[N:4][N:5]([CH2:15][CH2:16][N:17]([CH3:19])[CH3:18])[CH:6]=1, predict the reactants needed to synthesize it. The reactants are: [Br:1][C:2]1[CH:3]=[N:4][NH:5][CH:6]=1.C([O-])([O-])=O.[K+].[K+].Cl.Cl[CH2:15][CH2:16][N:17]([CH3:19])[CH3:18]. (3) Given the product [CH2:6]([O:8][C@H:9]1[CH2:13][N:12]([C:14]([O:16][CH2:17][C:18]2[CH:19]=[CH:20][CH:21]=[CH:22][CH:23]=2)=[O:15])[CH:11]([CH:24]=[CH2:1])[CH2:10]1)[CH3:7], predict the reactants needed to synthesize it. The reactants are: [CH2:1]([Li])CCC.[CH2:6]([O:8][C@H:9]1[CH2:13][N:12]([C:14]([O:16][CH2:17][C:18]2[CH:23]=[CH:22][CH:21]=[CH:20][CH:19]=2)=[O:15])[CH:11]([CH:24]=O)[CH2:10]1)[CH3:7]. (4) Given the product [CH3:44][O:45][C:46](=[O:55])[CH2:47][C:48]1[CH:49]=[C:50]([C:24]2[CH:25]=[CH:26][C:21]([C:16]([C:13]3[CH:14]=[CH:15][C:10]([CH2:9][CH2:8][CH:7]([O:6][Si:5]([C:1]([CH3:4])([CH3:3])[CH3:2])([CH3:42])[CH3:43])[C:38]([CH3:41])([CH3:40])[CH3:39])=[C:11]([CH3:37])[CH:12]=3)([CH2:17][CH3:18])[CH2:19][CH3:20])=[CH:22][C:23]=2[CH3:36])[CH:51]=[CH:52][CH:53]=1, predict the reactants needed to synthesize it. The reactants are: [C:1]([Si:5]([CH3:43])([CH3:42])[O:6][CH:7]([C:38]([CH3:41])([CH3:40])[CH3:39])[CH2:8][CH2:9][C:10]1[CH:15]=[CH:14][C:13]([C:16]([C:21]2[CH:26]=[CH:25][C:24](B3OC(C)(C)C(C)(C)O3)=[C:23]([CH3:36])[CH:22]=2)([CH2:19][CH3:20])[CH2:17][CH3:18])=[CH:12][C:11]=1[CH3:37])([CH3:4])([CH3:3])[CH3:2].[CH3:44][O:45][C:46](=[O:55])[CH2:47][C:48]1[CH:53]=[CH:52][CH:51]=[C:50](Br)[CH:49]=1.P([O-])([O-])([O-])=O.[K+].[K+].[K+]. (5) Given the product [CH3:1][N:2]([C:14]1[CH:19]=[CH:18][CH:17]=[CH:16][CH:15]=1)[C:3]1[N:8]2[N:9]=[CH:10][C:11]([C:20](=[O:23])[CH2:21][CH3:22])=[C:7]2[N:6]=[C:5]([S:12][CH3:13])[N:4]=1, predict the reactants needed to synthesize it. The reactants are: [CH3:1][N:2]([C:14]1[CH:19]=[CH:18][CH:17]=[CH:16][CH:15]=1)[C:3]1[N:8]2[N:9]=[CH:10][CH:11]=[C:7]2[N:6]=[C:5]([S:12][CH3:13])[N:4]=1.[C:20](Cl)(=[O:23])[CH2:21][CH3:22].[Sn](Cl)(Cl)(Cl)Cl. (6) Given the product [CH3:1][C:2]1[CH:7]=[CH:6][CH:5]=[C:4]([CH3:8])[C:3]=1[CH2:9][S:10]([NH2:19])(=[O:12])=[O:11], predict the reactants needed to synthesize it. The reactants are: [CH3:1][C:2]1[CH:7]=[CH:6][CH:5]=[C:4]([CH3:8])[C:3]=1[CH2:9][S:10](Cl)(=[O:12])=[O:11].CC(C)=O.[OH-].[NH4+:19]. (7) Given the product [Cl:17][C:18]1[CH:19]=[C:20]([S:25]([N:28]([CH3:30])[CH3:29])(=[O:27])=[O:26])[CH:21]=[CH:22][C:23]=1[C:4]1[CH:15]=[C:14]([Cl:16])[CH:13]=[CH:12][C:5]=1[O:6][C@@H:7]([CH3:11])[C:8]([OH:10])=[O:9], predict the reactants needed to synthesize it. The reactants are: B([C:4]1[CH:15]=[C:14]([Cl:16])[CH:13]=[CH:12][C:5]=1[O:6][C@@H:7]([CH3:11])[C:8]([OH:10])=[O:9])(O)O.[Cl:17][C:18]1[CH:19]=[C:20]([S:25]([N:28]([CH3:30])[CH3:29])(=[O:27])=[O:26])[CH:21]=[CH:22][C:23]=1I. (8) The reactants are: [F:1][C:2]([F:24])([F:23])[C:3]1([O:18][Si](C)(C)C)[CH2:9][CH:8]2[N:10]([C:11]([O:13][C:14]([CH3:17])([CH3:16])[CH3:15])=[O:12])[CH:5]([CH2:6][CH2:7]2)[CH2:4]1.C(O[O-])=O.[K+]. Given the product [OH:18][C:3]1([C:2]([F:24])([F:1])[F:23])[CH2:9][CH:8]2[N:10]([C:11]([O:13][C:14]([CH3:17])([CH3:15])[CH3:16])=[O:12])[CH:5]([CH2:6][CH2:7]2)[CH2:4]1, predict the reactants needed to synthesize it. (9) The reactants are: Br[C:2]1[CH:7]=[CH:6][CH:5]=[C:4]([CH2:8][F:9])[N:3]=1.[CH2:10]([OH:14])[CH2:11][C:12]#[CH:13]. Given the product [F:9][CH2:8][C:4]1[N:3]=[C:2]([C:13]#[C:12][CH2:11][CH2:10][OH:14])[CH:7]=[CH:6][CH:5]=1, predict the reactants needed to synthesize it. (10) Given the product [NH2:1][C:4]1[CH:5]=[C:6]([CH:10]=[CH:11][CH:12]=1)[CH2:7][NH:9][C:32]([C@H:29]1[CH2:30][CH2:31][C@@H:26]([NH:25][C:17]2[N:16]=[C:15]([N:14]([CH3:35])[CH3:13])[C:24]3[C:19](=[CH:20][CH:21]=[CH:22][CH:23]=3)[N:18]=2)[CH2:27][CH2:28]1)=[O:34], predict the reactants needed to synthesize it. The reactants are: [N+:1]([C:4]1[CH:5]=[C:6]([CH:10]=[CH:11][CH:12]=1)[C:7]([NH2:9])=O)([O-])=O.[CH3:13][N:14]([CH3:35])[C:15]1[C:24]2[C:19](=[CH:20][CH:21]=[CH:22][CH:23]=2)[N:18]=[C:17]([NH:25][C@@H:26]2[CH2:31][CH2:30][C@H:29]([C:32]([OH:34])=O)[CH2:28][CH2:27]2)[N:16]=1.